From a dataset of Reaction yield outcomes from USPTO patents with 853,638 reactions. Predict the reaction yield, written as a fraction of the theoretical maximum amount of product (1.0 means a 100% yield; for example, 0.34 means a 34% yield). (1) The reactants are [F:1][C:2]1[CH:7]=[CH:6][C:5]([N:8]2[CH2:17][CH2:16][C:15]3[C:10](=[CH:11][CH:12]=[C:13]([O:18]CC4C=CC=CC=4)[CH:14]=3)[CH:9]2[CH2:26][C:27]2[CH:32]=[CH:31][C:30]([O:33][CH2:34][CH2:35][CH:36]3[CH2:41][CH2:40][CH2:39][CH2:38][N:37]3[CH3:42])=[CH:29][CH:28]=2)=[CH:4][CH:3]=1. The catalyst is C(Cl)Cl.CO. The product is [F:1][C:2]1[CH:7]=[CH:6][C:5]([N:8]2[CH2:17][CH2:16][C:15]3[C:10](=[CH:11][CH:12]=[C:13]([OH:18])[CH:14]=3)[CH:9]2[CH2:26][C:27]2[CH:32]=[CH:31][C:30]([O:33][CH2:34][CH2:35][CH:36]3[CH2:41][CH2:40][CH2:39][CH2:38][N:37]3[CH3:42])=[CH:29][CH:28]=2)=[CH:4][CH:3]=1. The yield is 0.140. (2) The reactants are [Cl:1][C:2]1[CH:21]=[CH:20][C:5]([CH2:6][N:7]2[C:16]3[C:11](=[CH:12][CH:13]=[CH:14][CH:15]=3)[C:10]([CH:17]=O)=[CH:9][C:8]2=[O:19])=[CH:4][CH:3]=1.[S:22]1[CH2:26][C:25](=[O:27])[NH:24][C:23]1=[O:28]. The catalyst is C1(C)C=CC=CC=1.N1CCCCC1.C(O)(=O)C. The yield is 0.500. The product is [Cl:1][C:2]1[CH:21]=[CH:20][C:5]([CH2:6][N:7]2[C:16]3[C:11](=[CH:12][CH:13]=[CH:14][CH:15]=3)[C:10]([CH:17]=[C:26]3[S:22][C:23](=[O:28])[NH:24][C:25]3=[O:27])=[CH:9][C:8]2=[O:19])=[CH:4][CH:3]=1. (3) The catalyst is C(O)(=O)C.Cl.O.C(O)C. The yield is 0.600. The reactants are [F:1][C:2]1[CH:8]=[CH:7][C:5]([NH2:6])=[CH:4][CH:3]=1.[N:9]([O-])=O.[Na+].C([O-])(=O)C.[Na+].[C:18]([CH2:21][C:22](=[O:24])[CH3:23])(=[O:20])[CH3:19]. The product is [F:1][C:2]1[CH:8]=[CH:7][C:5]([NH:6][N:9]=[C:21]([C:22](=[O:24])[CH3:23])[C:18](=[O:20])[CH3:19])=[CH:4][CH:3]=1. (4) The reactants are O[C:2]1[CH:16]=[CH:15][C:5]([C:6]([C:8]2[CH:13]=[CH:12][C:11]([OH:14])=[CH:10][CH:9]=2)=[O:7])=[CH:4][CH:3]=1.Br[CH2:18][CH2:19][CH2:20][CH2:21][CH2:22][CH2:23][CH2:24][CH2:25][CH2:26][CH2:27][CH2:28][CH2:29][CH2:30][CH2:31][CH2:32][CH2:33][CH2:34][CH2:35][CH2:36][CH2:37][CH2:38][CH3:39].[C:40](=[O:43])([O-])[O-].[K+].[K+].Cl. The catalyst is O.CN(C=O)C. The product is [CH2:18]([O:14][C:11]1[CH:12]=[CH:13][C:8]([C:6]([C:5]2[CH:15]=[CH:16][C:2]([O:43][CH2:40][CH2:38][CH2:37][CH2:36][CH2:35][CH2:34][CH2:33][CH2:32][CH2:31][CH2:30][CH2:29][CH2:28][CH2:27][CH2:26][CH2:25][CH2:24][CH2:23][CH2:22][CH2:21][CH2:20][CH2:19][CH3:18])=[CH:3][CH:4]=2)=[O:7])=[CH:9][CH:10]=1)[CH2:19][CH2:20][CH2:21][CH2:22][CH2:23][CH2:24][CH2:25][CH2:26][CH2:27][CH2:28][CH2:29][CH2:30][CH2:31][CH2:32][CH2:33][CH2:34][CH2:35][CH2:36][CH2:37][CH2:38][CH3:39]. The yield is 0.890. (5) The reactants are FC(F)(F)C(O)=O.C(OC(=O)[NH:14][CH:15]1[CH2:20][CH2:19][N:18]([CH:21]2[CH2:34][C:33]3[C:32]4[C:27](=[CH:28][CH:29]=[C:30]([O:35][CH3:36])[CH:31]=4)[N:26]=[CH:25][C:24]=3[O:23][CH2:22]2)[CH2:17][CH2:16]1)(C)(C)C. The catalyst is ClCCl. The product is [CH3:36][O:35][C:30]1[CH:31]=[C:32]2[C:27](=[CH:28][CH:29]=1)[N:26]=[CH:25][C:24]1[O:23][CH2:22][CH:21]([N:18]3[CH2:17][CH2:16][CH:15]([NH2:14])[CH2:20][CH2:19]3)[CH2:34][C:33]2=1. The yield is 0.840. (6) The reactants are Cl[C:2]1[CH:11]=[C:10]2[C:5]([CH:6]=[C:7]([C:15]3[C:16]([CH3:34])=[CH:17][C:18]([F:33])=[C:19]([NH:21][C:22]([NH:24][C:25]4[CH:30]=[C:29]([F:31])[CH:28]=[C:27]([F:32])[CH:26]=4)=[O:23])[CH:20]=3)[C:8](=[O:14])[N:9]2[CH2:12][CH3:13])=[CH:4][N:3]=1.C([O-])([O-])=O.[Cs+].[Cs+].[CH3:41][N:42]([CH3:46])[C:43]([NH2:45])=[O:44].CC1(C)C2C(=C(P(C3C=CC=CC=3)C3C=CC=CC=3)C=CC=2)OC2C(P(C3C=CC=CC=3)C3C=CC=CC=3)=CC=CC1=2. The catalyst is O1CCOCC1.C1C=CC(/C=C/C(/C=C/C2C=CC=CC=2)=O)=CC=1.C1C=CC(/C=C/C(/C=C/C2C=CC=CC=2)=O)=CC=1.C1C=CC(/C=C/C(/C=C/C2C=CC=CC=2)=O)=CC=1.[Pd].[Pd].CN(C=O)C.CCOC(C)=O.O. The product is [F:32][C:27]1[CH:26]=[C:25]([NH:24][C:22](=[O:23])[NH:21][C:19]2[C:18]([F:33])=[CH:17][C:16]([CH3:34])=[C:15]([C:7]3[C:8](=[O:14])[N:9]([CH2:12][CH3:13])[C:10]4[C:5]([CH:6]=3)=[CH:4][N:3]=[C:2]([NH:45][C:43](=[O:44])[N:42]([CH3:46])[CH3:41])[CH:11]=4)[CH:20]=2)[CH:30]=[C:29]([F:31])[CH:28]=1. The yield is 0.0500.